Dataset: hERG potassium channel inhibition data for cardiac toxicity prediction from Karim et al.. Task: Regression/Classification. Given a drug SMILES string, predict its toxicity properties. Task type varies by dataset: regression for continuous values (e.g., LD50, hERG inhibition percentage) or binary classification for toxic/non-toxic outcomes (e.g., AMES mutagenicity, cardiotoxicity, hepatotoxicity). Dataset: herg_karim. (1) The compound is Cc1cc(CNc2nc(N)nc3ccn(Cc4ncccc4F)c23)no1. The result is 1 (blocker). (2) The drug is CC(C)(C)c1nnc(-c2nn(-c3ccccc3Cl)c(-c3ccc(Br)cc3)c2Cn2cncn2)s1. The result is 0 (non-blocker). (3) The molecule is Nc1ccnc(Nc2ccc(Oc3ccc(F)cc3)cc2)n1. The result is 1 (blocker). (4) The compound is CCc1oc(CCc2cc(N3CCOCC3)cc(NC)n2)nc1C. The result is 1 (blocker). (5) The drug is NC(=O)c1c(Nc2ccccc2)nn2c(N)cc(C3CC3)nc12. The result is 1 (blocker). (6) The molecule is Cc1ccc(Oc2ccnc3cc(-c4cnn(C5CCNCC5)c4)ccc23)cc1. The result is 1 (blocker).